This data is from Catalyst prediction with 721,799 reactions and 888 catalyst types from USPTO. The task is: Predict which catalyst facilitates the given reaction. (1) Reactant: [Cl:1][C:2]1[CH:7]=[CH:6][C:5]([C:8]2([C:16]([OH:18])=O)[CH2:11][CH:10]([O:12][CH2:13][O:14][CH3:15])[CH2:9]2)=[CH:4][CH:3]=1.CC[N:21]([CH:25]([CH3:27])C)[CH:22]([CH3:24])C.F[P-](F)(F)(F)(F)F.N1(O[P+](N(C)C)(N(C)C)N(C)C)C2C=CC=CC=2N=N1.Cl.[NH:56]1[CH:60]=[CH:59][CH:58]([C:61]2C=CC=CN=2)[CH2:57]1.C([O-])(O)=O.[Na+]. Product: [Cl:1][C:2]1[CH:3]=[CH:4][C:5]([C:8]2([C:16]([N:56]3[CH2:60][CH2:59][CH:58]([C:61]4[CH:24]=[CH:22][N:21]=[CH:25][CH:27]=4)[CH2:57]3)=[O:18])[CH2:9][CH:10]([O:12][CH2:13][O:14][CH3:15])[CH2:11]2)=[CH:6][CH:7]=1. The catalyst class is: 2. (2) Reactant: [C:1]([C:3]1[C:4]2[S:25][C:24](Br)=[CH:23][C:5]=2[C:6]([NH:9][C@H:10]2[CH2:15][CH2:14][CH2:13][N:12]([C:16]([O:18][C:19]([CH3:22])([CH3:21])[CH3:20])=[O:17])[CH2:11]2)=N[CH:8]=1)#[N:2].[CH:27]([C:29]1[CH:30]=[C:31](B(O)O)[CH:32]=[CH:33][CH:34]=1)=[O:28].[C:38](=O)([O-])[O-].[Cs+].[Cs+]. Product: [C:1]([C:3]1[C:4]2[S:25][C:24]([C:33]3[CH:32]=[CH:31][CH:30]=[C:29]([CH:27]=[O:28])[CH:34]=3)=[CH:23][C:5]=2[C:6]([NH:9][C@H:10]2[CH2:15][CH2:14][CH2:13][N:12]([C:16]([O:18][C:19]([CH3:21])([CH3:20])[CH3:22])=[O:17])[CH2:11]2)=[CH:38][CH:8]=1)#[N:2]. The catalyst class is: 70. (3) Reactant: [NH2:1][C:2](=[O:21])[CH2:3][NH:4]/[C:5](/[C:12]1[CH:17]=[C:16]([Cl:18])[CH:15]=[CH:14][C:13]=1[O:19][CH3:20])=[CH:6]\[C:7]([O:9]CC)=O.C(OCCCC)(=O)C.C[Si]([N:34]=[C:35]=[S:36])(C)C.[OH-].[Na+]. Product: [Cl:18][C:16]1[CH:15]=[CH:14][C:13]([O:19][CH3:20])=[C:12]([C:5]2[N:4]([CH2:3][C:2]([NH2:1])=[O:21])[C:35](=[S:36])[NH:34][C:7](=[O:9])[CH:6]=2)[CH:17]=1. The catalyst class is: 24. (4) Reactant: [Br:1][C:2]1[CH:3]=[C:4]2[C:8](=[CH:9][CH:10]=1)[NH:7][N:6]=[CH:5]2.O[C@H:12]1[CH2:17][CH2:16][C@H:15]([C:18]([O:20][CH2:21][CH3:22])=[O:19])[CH2:14][CH2:13]1.C1(P(C2C=CC=CC=2)C2C=CC=CC=2)C=CC=CC=1.CCOC(/N=N/C(OCC)=O)=O. Product: [Br:1][C:2]1[CH:3]=[C:4]2[C:8](=[CH:9][CH:10]=1)[N:7]([C@@H:12]1[CH2:17][CH2:16][C@H:15]([C:18]([O:20][CH2:21][CH3:22])=[O:19])[CH2:14][CH2:13]1)[N:6]=[CH:5]2. The catalyst class is: 1. (5) Reactant: [Br:1][C:2]1[CH:3]=[CH:4][C:5]([Cl:9])=[C:6]([NH2:8])[CH:7]=1.[C:10]1([S:16](Cl)(=[O:18])=[O:17])[CH:15]=[CH:14][CH:13]=[CH:12][CH:11]=1. Product: [Br:1][C:2]1[CH:3]=[CH:4][C:5]([Cl:9])=[C:6]([NH:8][S:16]([C:10]2[CH:15]=[CH:14][CH:13]=[CH:12][CH:11]=2)(=[O:18])=[O:17])[CH:7]=1. The catalyst class is: 298. (6) Reactant: [F:1][C:2]1[CH:29]=[CH:28][CH:27]=[C:26]([F:30])[C:3]=1[CH2:4][N:5]1[C:9]2[CH:10]=[CH:11][CH:12]=[C:13]([N+:14]([O-])=O)[C:8]=2[N:7]=[C:6]1[C:17]1[C:22](OC)=[CH:21][CH:20]=[CH:19][C:18]=1[F:25].[C:31](O)(=[O:33])C. The catalyst class is: 33. Product: [F:1][C:2]1[CH:29]=[CH:28][CH:27]=[C:26]([F:30])[C:3]=1[CH2:4][N:5]1[C:9]2[CH:10]=[CH:11][CH:12]=[C:13]([NH2:14])[C:8]=2[N:7]=[C:6]1[C:17]1[CH:22]=[CH:21][C:20]([O:33][CH3:31])=[CH:19][C:18]=1[F:25]. (7) Reactant: CCO.CN([CH:7]=[C:8]1[C:13](=O)[CH2:12][CH2:11][N:10]([S:15]([CH3:18])(=[O:17])=[O:16])[CH2:9]1)C.[CH2:19]([O:21][CH:22]([O:26][CH2:27][CH3:28])[C:23]([NH2:25])=[NH:24])[CH3:20].C([O-])(O)=O.[Na+]. Product: [CH2:19]([O:21][CH:22]([O:26][CH2:27][CH3:28])[C:23]1[N:25]=[CH:7][C:8]2[CH2:9][N:10]([S:15]([CH3:18])(=[O:17])=[O:16])[CH2:11][CH2:12][C:13]=2[N:24]=1)[CH3:20]. The catalyst class is: 13. (8) Reactant: [C:1]([C:3]1[CH:8]=[CH:7][CH:6]=[CH:5][C:4]=1[NH:9][C:10]1[N:27]=[C:13]2[CH:14]=[N:15][C:16]([C:18]3[CH:19]=[C:20]([CH:24]=[CH:25][CH:26]=3)[C:21](O)=[O:22])=[CH:17][N:12]2[N:11]=1)#[N:2].CC[N:30]([CH:34]([CH3:36])[CH3:35])C(C)C.C1(N)CC1.CN(C(ON1N=NC2C=CC=NC1=2)=[N+](C)C)C.F[P-](F)(F)(F)(F)F. Product: [C:1]([C:3]1[CH:8]=[CH:7][CH:6]=[CH:5][C:4]=1[NH:9][C:10]1[N:27]=[C:13]2[CH:14]=[N:15][C:16]([C:18]3[CH:19]=[C:20]([CH:24]=[CH:25][CH:26]=3)[C:21]([NH:30][CH:34]3[CH2:36][CH2:35]3)=[O:22])=[CH:17][N:12]2[N:11]=1)#[N:2]. The catalyst class is: 20. (9) Reactant: C([Si]([O:8][CH2:9][CH2:10][CH2:11][O:12][C:13]1[CH:18]=[CH:17][C:16]([Cl:19])=[CH:15][C:14]=1[N+:20]([O-])=O)(C)C)(C)(C)C.[Cl-].[NH4+]. Product: [NH2:20][C:14]1[CH:15]=[C:16]([Cl:19])[CH:17]=[CH:18][C:13]=1[O:12][CH2:11][CH2:10][CH2:9][OH:8]. The catalyst class is: 190. (10) Reactant: [C:1]([O:5][C:6]([NH:8][C@H:9]([CH2:21][C:22]1[CH:27]=[C:26]([F:28])[C:25]([F:29])=[CH:24][C:23]=1[F:30])[CH2:10][C:11]([N:13]1[CH2:17][CH2:16][S:15][CH:14]1[C:18](O)=[O:19])=[O:12])=[O:7])([CH3:4])([CH3:3])[CH3:2].CCN=C=NCCCN(C)C.[NH2:42][CH2:43][C:44]1[CH:58]=[CH:57][C:47]2[O:48][CH:49]([C:52]([O:54][CH2:55][CH3:56])=[O:53])[CH2:50][O:51][C:46]=2[CH:45]=1.Cl.C(N(CC)CC)C. Product: [C:1]([O:5][C:6]([NH:8][C@H:9]([CH2:21][C:22]1[CH:27]=[C:26]([F:28])[C:25]([F:29])=[CH:24][C:23]=1[F:30])[CH2:10][C:11]([N:13]1[CH2:17][CH2:16][S:15][CH:14]1[C:18]([NH:42][CH2:43][C:44]1[CH:58]=[CH:57][C:47]2[O:48][CH:49]([C:52]([O:54][CH2:55][CH3:56])=[O:53])[CH2:50][O:51][C:46]=2[CH:45]=1)=[O:19])=[O:12])=[O:7])([CH3:3])([CH3:4])[CH3:2]. The catalyst class is: 2.